Dataset: Forward reaction prediction with 1.9M reactions from USPTO patents (1976-2016). Task: Predict the product of the given reaction. (1) Given the reactants N#N.[CH3:3][C:4]1([C:9]2[O:13][C:12]([CH2:14][C:15]([NH2:17])=[S:16])=[CH:11][CH:10]=2)[O:8]CCO1.C([CH:20](Br)[C:21](=O)[C:22]([O-:24])=[O:23])C.[CH2:27](O)[CH3:28], predict the reaction product. The product is: [CH2:27]([O:24][C:22]([C:21]1[N:17]=[C:15]([CH2:14][C:12]2[O:13][C:9]([C:4](=[O:8])[CH3:3])=[CH:10][CH:11]=2)[S:16][CH:20]=1)=[O:23])[CH3:28]. (2) Given the reactants [NH2:1][C:2]1[C:11]([C:12](O)=[O:13])=[CH:10][CH:9]=[C:8]2[C:3]=1[C:4]([C:17]1[CH:22]=[CH:21][CH:20]=[C:19]([O:23][CH3:24])[CH:18]=1)=[N:5][C:6]([S:15][CH3:16])=[N:7]2.C[N:26](C(ON1N=NC2C=CC=CC1=2)=[N+](C)C)C.[B-](F)(F)(F)F.[C:47](N)([CH3:50])([CH3:49])[CH3:48].C([O-])(O)=O.[Na+].O.Cl, predict the reaction product. The product is: [C:47]([C:10]1[CH:9]=[C:8]2[C:3]([C:4]([C:17]3[CH:22]=[CH:21][CH:20]=[C:19]([O:23][CH3:24])[CH:18]=3)=[N:5][C:6]([S:15][CH3:16])=[N:7]2)=[C:2]([NH2:1])[C:11]=1[C:12]([NH2:26])=[O:13])([CH3:50])([CH3:49])[CH3:48].